Dataset: Forward reaction prediction with 1.9M reactions from USPTO patents (1976-2016). Task: Predict the product of the given reaction. (1) Given the reactants [CH:1]1([NH:5][C:6]2[N:7]=[N:8][C:9]([C:12]#[C:13][Si](C)(C)C)=[CH:10][CH:11]=2)[CH2:4][CH2:3][CH2:2]1, predict the reaction product. The product is: [CH:1]1([NH:5][C:6]2[N:7]=[N:8][C:9]([C:12]#[CH:13])=[CH:10][CH:11]=2)[CH2:4][CH2:3][CH2:2]1. (2) Given the reactants [OH-].[K+].[C:3]([O:7][C:8]([N:10]1[CH2:16][CH2:15][C:14]2[C:17]([S:22][C:23](=O)N(C)C)=[C:18]([Cl:21])[CH:19]=[CH:20][C:13]=2[CH2:12][CH2:11]1)=[O:9])([CH3:6])([CH3:5])[CH3:4].[H-].[Na+].BrC(C)[C:32]#[N:33].[CH3:35]O, predict the reaction product. The product is: [C:3]([O:7][C:8]([N:10]1[CH2:16][CH2:15][C:14]2[C:17]([S:22][CH:23]([C:32]#[N:33])[CH3:35])=[C:18]([Cl:21])[CH:19]=[CH:20][C:13]=2[CH2:12][CH2:11]1)=[O:9])([CH3:4])([CH3:5])[CH3:6]. (3) Given the reactants [C:1]1([C:7]2([C:17]3[CH:22]=[CH:21][CH:20]=[CH:19][CH:18]=3)[CH:11]3[CH2:12][NH:13][CH2:14][CH2:15][N:10]3[C:9](=[O:16])[O:8]2)[CH:6]=[CH:5][CH:4]=[CH:3][CH:2]=1.C(N(C(C)C)CC)(C)C.[CH2:32](Br)[C:33]([C:35]1[CH:40]=[CH:39][CH:38]=[CH:37][CH:36]=1)=[O:34].O, predict the reaction product. The product is: [O:34]=[C:33]([C:35]1[CH:40]=[CH:39][CH:38]=[CH:37][CH:36]=1)[CH2:32][N:13]1[CH2:14][CH2:15][N:10]2[C:9](=[O:16])[O:8][C:7]([C:1]3[CH:6]=[CH:5][CH:4]=[CH:3][CH:2]=3)([C:17]3[CH:18]=[CH:19][CH:20]=[CH:21][CH:22]=3)[CH:11]2[CH2:12]1. (4) Given the reactants [OH:1][C:2]1[CH:7]=[CH:6][CH:5]=[CH:4][C:3]=1[C:8](=O)[CH3:9].[NH3:11], predict the reaction product. The product is: [NH:11]=[C:8]([C:3]1[CH:4]=[CH:5][CH:6]=[CH:7][C:2]=1[OH:1])[CH3:9]. (5) Given the reactants [Br:1][C:2]1[CH:9]=[CH:8][CH:7]=[CH:6][C:3]=1[CH:4]=[O:5].[C:10]1([CH2:16][CH2:17][CH2:18][Mg]Br)[CH:15]=[CH:14][CH:13]=[CH:12][CH:11]=1, predict the reaction product. The product is: [Br:1][C:2]1[CH:9]=[CH:8][CH:7]=[CH:6][C:3]=1[CH:4]([OH:5])[CH2:18][CH2:17][CH2:16][C:10]1[CH:15]=[CH:14][CH:13]=[CH:12][CH:11]=1. (6) Given the reactants [C:1]([O:5][C:6](=[O:16])[CH2:7]P(OCC)(OCC)=O)([CH3:4])([CH3:3])[CH3:2].CC(C)([O-])C.[K+].O=[C:24]1[CH2:27][N:26]([C:28]([O:30][C:31]([CH3:34])([CH3:33])[CH3:32])=[O:29])[CH2:25]1, predict the reaction product. The product is: [C:1]([O:5][C:6](=[O:16])[CH:7]=[C:24]1[CH2:25][N:26]([C:28]([O:30][C:31]([CH3:34])([CH3:33])[CH3:32])=[O:29])[CH2:27]1)([CH3:2])([CH3:3])[CH3:4]. (7) Given the reactants [CH2:1]([N:3]1[C:12](=[O:13])[C:11]2[C:6](=[CH:7][CH:8]=[C:9]([N+:14]([O-:16])=[O:15])[CH:10]=2)[NH:5][C:4]1=[O:17])[CH3:2].C(=O)([O-])[O-].[K+].[K+].Cl[CH2:25][Si:26]([CH3:29])([CH3:28])[CH3:27], predict the reaction product. The product is: [CH2:1]([N:3]1[C:12](=[O:13])[C:11]2[C:6](=[CH:7][CH:8]=[C:9]([N+:14]([O-:16])=[O:15])[CH:10]=2)[N:5]([CH2:25][Si:26]([CH3:29])([CH3:28])[CH3:27])[C:4]1=[O:17])[CH3:2]. (8) Given the reactants [F:1][C:2]([F:19])([F:18])[C:3]1[CH:4]=[C:5]([S:9][CH:10]2[CH2:15][CH2:14][O:13][CH:12]([CH2:16][OH:17])[CH2:11]2)[CH:6]=[CH:7][CH:8]=1.[H-].[Na+].[CH2:22](Br)[C:23]1[CH:28]=[CH:27][CH:26]=[CH:25][CH:24]=1, predict the reaction product. The product is: [C:23]1([CH2:22][O:17][CH2:16][CH:12]2[CH2:11][CH:10]([S:9][C:5]3[CH:6]=[CH:7][CH:8]=[C:3]([C:2]([F:1])([F:18])[F:19])[CH:4]=3)[CH2:15][CH2:14][O:13]2)[CH:28]=[CH:27][CH:26]=[CH:25][CH:24]=1. (9) Given the reactants [Cl:1][C:2]1[CH:7]=[C:6]([NH:8][C:9]2[CH:14]=[CH:13][C:12]([F:15])=[CH:11][C:10]=2F)[CH:5]=[CH:4][C:3]=1[C:17]([C:19]1[CH:24]=[C:23]([C:25]2[N:26]=[N:27][N:28]([CH2:30][CH2:31][O:32]C3CCCCO3)[CH:29]=2)[CH:22]=[CH:21][C:20]=1[CH3:39])=[O:18].ClC1C=C([NH:47]C2C=CC(F)=CC=2)C=CC=1C(C1C=C(C#C)C=CC=1C)=O.N(CC(N)=O)=[N+]=[N-], predict the reaction product. The product is: [Cl:1][C:2]1[CH:7]=[C:6]([NH:8][C:9]2[CH:14]=[CH:13][C:12]([F:15])=[CH:11][CH:10]=2)[CH:5]=[CH:4][C:3]=1[C:17]([C:19]1[CH:24]=[C:23]([C:25]2[N:26]=[N:27][N:28]([CH2:30][C:31]([NH2:47])=[O:32])[CH:29]=2)[CH:22]=[CH:21][C:20]=1[CH3:39])=[O:18]. (10) Given the reactants [C:1]([C:5]1[CH:9]=[C:8]([NH:10][C:11]([NH:13][C@@H:14]2[C:23]3[C:18](=[CH:19][CH:20]=[CH:21][CH:22]=3)[C@H:17]([O:24][C:25]3[CH:26]=[CH:27][C:28]4[N:29]([C:31]([N:34]5[CH2:39][CH2:38][O:37][CH2:36][C@@H:35]5[CH3:40])=[N:32][N:33]=4)[CH:30]=3)[CH2:16][CH2:15]2)=[O:12])[N:7]([CH2:41][CH2:42][O:43]S(C)(=O)=O)[N:6]=1)([CH3:4])([CH3:3])[CH3:2].CCN(C(C)C)C(C)C.[NH:57]1[CH2:62][CH2:61][O:60][CH2:59][CH2:58]1, predict the reaction product. The product is: [CH:42]([OH:43])=[O:60].[C:1]([C:5]1[CH:9]=[C:8]([NH:10][C:11]([NH:13][C@@H:14]2[C:23]3[C:18](=[CH:19][CH:20]=[CH:21][CH:22]=3)[C@H:17]([O:24][C:25]3[CH:26]=[CH:27][C:28]4[N:29]([C:31]([N:34]5[CH2:39][CH2:38][O:37][CH2:36][C@@H:35]5[CH3:40])=[N:32][N:33]=4)[CH:30]=3)[CH2:16][CH2:15]2)=[O:12])[N:7]([CH2:41][CH2:42][N:57]2[CH2:62][CH2:61][O:60][CH2:59][CH2:58]2)[N:6]=1)([CH3:2])([CH3:3])[CH3:4].